Dataset: Full USPTO retrosynthesis dataset with 1.9M reactions from patents (1976-2016). Task: Predict the reactants needed to synthesize the given product. (1) Given the product [Cl:17][CH2:18][C:19]1[CH:24]=[CH:23][C:22]([CH2:25][O:14][CH2:13][CH2:12][O:11][CH2:10][CH2:9][O:8][CH2:7][CH2:6][O:5][CH2:4][CH2:3][O:2][CH3:1])=[CH:21][CH:20]=1, predict the reactants needed to synthesize it. The reactants are: [CH3:1][O:2][CH2:3][CH2:4][O:5][CH2:6][CH2:7][O:8][CH2:9][CH2:10][O:11][CH2:12][CH2:13][OH:14].[H-].[Na+].[Cl:17][CH2:18][C:19]1[CH:24]=[CH:23][C:22]([CH2:25]Cl)=[CH:21][CH:20]=1. (2) Given the product [NH2:28][CH:13]1[CH2:14][C:15]([CH3:17])([CH3:16])[N:10]([O:9][CH2:1][CH2:2][CH2:3][CH2:4][CH2:5][CH2:6][CH2:7][CH3:8])[C:11]([CH3:20])([CH3:19])[CH2:12]1, predict the reactants needed to synthesize it. The reactants are: [CH2:1]([O:9][N:10]1[C:15]([CH3:17])([CH3:16])[CH2:14][C:13](=O)[CH2:12][C:11]1([CH3:20])[CH3:19])[CH2:2][CH2:3][CH2:4][CH2:5][CH2:6][CH2:7][CH3:8].C([O-])(=O)C.[NH4+].[BH3-]C#[N:28].[Na+]. (3) Given the product [Br:1][C:2]1[CH:3]=[C:4]([C:5]2[N:10]=[N:11][NH:12][N:6]=2)[CH:7]=[CH:8][CH:9]=1, predict the reactants needed to synthesize it. The reactants are: [Br:1][C:2]1[CH:3]=[C:4]([CH:7]=[CH:8][CH:9]=1)[C:5]#[N:6].[N:10]([Si](C)(C)C)=[N+:11]=[N-:12].C([Sn](=O)CCCC)CCC. (4) The reactants are: [Cl:1][C:2]1[CH:3]=[C:4]([CH:20]=[CH:21][C:22]=1[Cl:23])[CH2:5][N:6]([O:18][CH3:19])[C:7](=[O:17])[CH:8]=[C:9]1[C:13](=[O:14])OC(C)(C)[O:10]1.[CH2:24]=O.[NH2:26][CH2:27][CH2:28][N:29]1[CH2:34][CH2:33][O:32][CH2:31][CH2:30]1. Given the product [Cl:1][C:2]1[CH:3]=[C:4]([CH:20]=[CH:21][C:22]=1[Cl:23])[CH2:5][N:6]([O:18][CH3:19])[C:7]([C:8]1[CH2:24][N:26]([CH2:27][CH2:28][N:29]2[CH2:34][CH2:33][O:32][CH2:31][CH2:30]2)[C:13](=[O:14])[C:9]=1[OH:10])=[O:17], predict the reactants needed to synthesize it. (5) Given the product [CH3:1][N:2]1[C:10]2[C:5](=[CH:6][CH:7]=[CH:8][CH:9]=2)[C:4]([CH3:11])=[C:3]1[C:12]([NH:14][C@H:15]([C:19]([NH:21][CH:22]([C:31](=[O:44])[CH2:32][O:33][C:34]1[C:39]([F:40])=[C:38]([F:41])[CH:37]=[C:36]([F:42])[C:35]=1[F:43])[CH2:23][C:24]([O:26][C:27]([CH3:28])([CH3:29])[CH3:30])=[O:25])=[O:20])[CH:16]([CH3:18])[CH3:17])=[O:13], predict the reactants needed to synthesize it. The reactants are: [CH3:1][N:2]1[C:10]2[C:5](=[CH:6][CH:7]=[CH:8][CH:9]=2)[C:4]([CH3:11])=[C:3]1[C:12]([NH:14][C@H:15]([C:19]([NH:21][CH:22]([CH:31]([OH:44])[CH2:32][O:33][C:34]1[C:39]([F:40])=[C:38]([F:41])[CH:37]=[C:36]([F:42])[C:35]=1[F:43])[CH2:23][C:24]([O:26][C:27]([CH3:30])([CH3:29])[CH3:28])=[O:25])=[O:20])[CH:16]([CH3:18])[CH3:17])=[O:13].CC(OI1(OC(C)=O)(OC(C)=O)OC(=O)C2C=CC=CC1=2)=O. (6) Given the product [I:1][C:2]1[C:10]2[C:5](=[CH:6][CH:7]=[CH:8][CH:9]=2)[N:4]([CH3:11])[N:3]=1, predict the reactants needed to synthesize it. The reactants are: [I:1][C:2]1[C:10]2[C:5](=[CH:6][CH:7]=[CH:8][CH:9]=2)[NH:4][N:3]=1.[CH3:11]C(C)([O-])C.[K+].CI. (7) Given the product [CH2:30]([C:32]1[N:33]([C:2]2[N:10]=[C:9]3[C:5]([N:6]=[C:7]([CH2:12][N:13]4[CH2:18][CH2:17][CH:16]([C:19]([OH:22])([CH3:21])[CH3:20])[CH2:15][CH2:14]4)[N:8]3[CH3:11])=[C:4]([N:23]3[CH2:28][CH2:27][O:26][CH2:25][C@@H:24]3[CH3:29])[N:3]=2)[C:34]2[CH:40]=[CH:39][CH:38]=[CH:37][C:35]=2[N:36]=1)[CH3:31], predict the reactants needed to synthesize it. The reactants are: Cl[C:2]1[N:10]=[C:9]2[C:5]([N:6]=[C:7]([CH2:12][N:13]3[CH2:18][CH2:17][CH:16]([C:19]([OH:22])([CH3:21])[CH3:20])[CH2:15][CH2:14]3)[N:8]2[CH3:11])=[C:4]([N:23]2[CH2:28][CH2:27][O:26][CH2:25][C@@H:24]2[CH3:29])[N:3]=1.[CH2:30]([C:32]1[NH:33][C:34]2[CH:40]=[CH:39][CH:38]=[CH:37][C:35]=2[N:36]=1)[CH3:31].CC(C1C=C(C(C)C)C(C2C=CC=CC=2P(C2CCCCC2)C2CCCCC2)=C(C(C)C)C=1)C.C([O-])([O-])=O.[Cs+].[Cs+]. (8) The reactants are: [CH3:1][C:2]1[CH:10]=[CH:9][C:5]([CH:6]=[N:7][OH:8])=[CH:4][N:3]=1.[Cl:11]N1C(=O)CCC1=O. Given the product [OH:8][N:7]=[C:6]([Cl:11])[C:5]1[CH:9]=[CH:10][C:2]([CH3:1])=[N:3][CH:4]=1, predict the reactants needed to synthesize it. (9) Given the product [NH2:10][C:11]1[CH:18]=[CH:17][CH:16]=[C:15]([O:9][CH:4]2[CH2:5][CH2:6][CH2:7][CH2:8][CH:3]2[O:2][CH3:1])[C:12]=1[C:13]#[N:14], predict the reactants needed to synthesize it. The reactants are: [CH3:1][O:2][CH:3]1[CH2:8][CH2:7][CH2:6][CH2:5][CH:4]1[OH:9].[NH2:10][C:11]1[CH:18]=[CH:17][CH:16]=[C:15](F)[C:12]=1[C:13]#[N:14].